From a dataset of Reaction yield outcomes from USPTO patents with 853,638 reactions. Predict the reaction yield, written as a fraction of the theoretical maximum amount of product (1.0 means a 100% yield; for example, 0.34 means a 34% yield). (1) The reactants are [C:1]([O:5][C:6]([C:8]1[C:9]([OH:26])=[N:10][C:11]2[C:16]([C:17]=1[C:18]1[CH:23]=[CH:22][CH:21]=[C:20]([Cl:24])[CH:19]=1)=[CH:15][C:14]([Cl:25])=[CH:13][CH:12]=2)=[O:7])([CH3:4])([CH3:3])[CH3:2].[H-].[Na+].Br[CH:30]([CH3:32])[CH3:31]. The catalyst is CN(C=O)C. The product is [C:1]([O:5][C:6]([C:8]1[C:9]([O:26][CH:30]([CH3:32])[CH3:31])=[N:10][C:11]2[C:16]([C:17]=1[C:18]1[CH:23]=[CH:22][CH:21]=[C:20]([Cl:24])[CH:19]=1)=[CH:15][C:14]([Cl:25])=[CH:13][CH:12]=2)=[O:7])([CH3:4])([CH3:2])[CH3:3]. The yield is 0.650. (2) The reactants are [F:1][C:2]1[CH:10]=[CH:9][CH:8]=[C:7]([F:11])[C:3]=1[C:4](Cl)=[O:5].[NH2:12][C:13]1[S:14][C:15]([C:22]2[CH:27]=[CH:26][CH:25]=[C:24]([C:28]([F:31])([F:30])[F:29])[CH:23]=2)=[C:16]([C:18]([O:20][CH3:21])=[O:19])[N:17]=1.CCN(CC)CC.C([O-])(O)=O.[Na+]. The catalyst is C1COCC1. The product is [F:1][C:2]1[CH:10]=[CH:9][CH:8]=[C:7]([F:11])[C:3]=1[C:4]([NH:12][C:13]1[S:14][C:15]([C:22]2[CH:27]=[CH:26][CH:25]=[C:24]([C:28]([F:31])([F:29])[F:30])[CH:23]=2)=[C:16]([C:18]([O:20][CH3:21])=[O:19])[N:17]=1)=[O:5]. The yield is 0.720. (3) The reactants are [NH2:1][C:2]1[CH:10]=[C:9]([Br:11])[C:8]([F:12])=[CH:7][C:3]=1[C:4]([OH:6])=[O:5].[N:13]([O-])=O.[Na+].O.O.[Sn](Cl)[Cl:20]. The catalyst is Cl.O. The product is [ClH:20].[Br:11][C:9]1[C:8]([F:12])=[CH:7][C:3]([C:4]([OH:6])=[O:5])=[C:2]([NH:1][NH2:13])[CH:10]=1. The yield is 0.440. (4) The reactants are [Cl:1][C:2]1[CH:3]=[C:4]([N+:19]([O-])=O)[CH:5]=[CH:6][C:7]=1[O:8][C:9]1[CH:10]=[N:11][C:12]2[C:17]([CH:18]=1)=[CH:16][CH:15]=[CH:14][CH:13]=2.[NH4+].[Cl-].O. The catalyst is CCO.[Fe]. The product is [Cl:1][C:2]1[CH:3]=[C:4]([NH2:19])[CH:5]=[CH:6][C:7]=1[O:8][C:9]1[CH:10]=[N:11][C:12]2[C:17]([CH:18]=1)=[CH:16][CH:15]=[CH:14][CH:13]=2. The yield is 0.950. (5) The reactants are [OH-].[Na+].[CH2:3]([NH:10][C:11](=[O:33])[N:12]([C:14]1[CH:19]=[CH:18][N:17]=[C:16]([C:20]2[CH:25]=[CH:24][C:23]([CH2:26][CH2:27][C:28]([O:30]CC)=[O:29])=[CH:22][CH:21]=2)[CH:15]=1)[CH3:13])[CH2:4][CH2:5][CH2:6][CH2:7][CH2:8][CH3:9].O1CCCC1.CO.O. The catalyst is C(O)(=O)C. The product is [C:28]([O-:30])(=[O:29])[CH3:27].[C:28]([CH2:27][CH2:26][C:23]1[CH:24]=[CH:25][C:20]([C:16]2[CH:15]=[C:14]([N:12]([CH3:13])[C:11]([NH:10][CH2:3][CH2:4][CH2:5][CH2:6][CH2:7][CH2:8][CH3:9])=[O:33])[CH:19]=[CH:18][NH+:17]=2)=[CH:21][CH:22]=1)([OH:30])=[O:29]. The yield is 0.590.